Predict the reaction yield, written as a fraction of the theoretical maximum amount of product (1.0 means a 100% yield; for example, 0.34 means a 34% yield). From a dataset of Reaction yield outcomes from USPTO patents with 853,638 reactions. The reactants are [C:1]([O:5][C:6]([N:8]([CH2:19][C:20]1[CH:25]=[CH:24][CH:23]=[CH:22][CH:21]=1)[C@H:9]([CH2:17][OH:18])[CH2:10][C:11]1[CH:16]=[CH:15][CH:14]=[CH:13][CH:12]=1)=[O:7])([CH3:4])([CH3:3])[CH3:2].C(N(CC)CC)C.O. The catalyst is CS(C)=O. The product is [C:1]([O:5][C:6]([N:8]([CH2:19][C:20]1[CH:21]=[CH:22][CH:23]=[CH:24][CH:25]=1)[C@H:9]([CH:17]=[O:18])[CH2:10][C:11]1[CH:12]=[CH:13][CH:14]=[CH:15][CH:16]=1)=[O:7])([CH3:4])([CH3:2])[CH3:3]. The yield is 1.00.